Dataset: Full USPTO retrosynthesis dataset with 1.9M reactions from patents (1976-2016). Task: Predict the reactants needed to synthesize the given product. (1) Given the product [ClH:27].[NH2:7][C@@H:8]1[CH:13]([OH:14])[C@H:12]([CH2:15][C:16]2[CH:21]=[CH:20][C:19]([N+:22]([O-:24])=[O:23])=[C:18]([F:25])[CH:17]=2)[CH2:11][S:10][CH2:9]1, predict the reactants needed to synthesize it. The reactants are: C(OC(=O)[NH:7][C@@H:8]1[CH:13]([OH:14])[C@H:12]([CH2:15][C:16]2[CH:21]=[CH:20][C:19]([N+:22]([O-:24])=[O:23])=[C:18]([F:25])[CH:17]=2)[CH2:11][S:10][CH2:9]1)(C)(C)C.[ClH:27]. (2) Given the product [OH:36][N:35]=[C:8]([C:6]1[CH:5]=[CH:4][N:3]=[C:2]([CH3:1])[CH:7]=1)[CH2:9][CH:10]([C:18]1[CH:19]=[C:20]([C:24]2[CH:25]=[CH:26][C:27]([C:30]([OH:32])=[O:31])=[N:28][CH:29]=2)[CH:21]=[CH:22][CH:23]=1)[C:11]1[CH:16]=[CH:15][CH:14]=[CH:13][C:12]=1[CH3:17], predict the reactants needed to synthesize it. The reactants are: [CH3:1][C:2]1[CH:7]=[C:6]([C:8](=O)[CH2:9][CH:10]([C:18]2[CH:19]=[C:20]([C:24]3[CH:25]=[CH:26][C:27]([C:30]([OH:32])=[O:31])=[N:28][CH:29]=3)[CH:21]=[CH:22][CH:23]=2)[C:11]2[CH:16]=[CH:15][CH:14]=[CH:13][C:12]=2[CH3:17])[CH:5]=[CH:4][N:3]=1.Cl.[NH2:35][OH:36].C([O-])(O)=O.[Na+]. (3) The reactants are: [Br:1][C:2]1[CH:21]=[CH:20][CH:19]=[CH:18][C:3]=1[C:4]([NH:6][C:7]1[CH:8]=[C:9]2[CH:15]=[C:14]([CH2:16]O)[NH:13][C:10]2=[N:11][CH:12]=1)=[O:5].P(Br)(Br)[Br:23]. Given the product [Br:1][C:2]1[CH:21]=[CH:20][CH:19]=[CH:18][C:3]=1[C:4]([NH:6][C:7]1[CH:8]=[C:9]2[CH:15]=[C:14]([CH2:16][Br:23])[NH:13][C:10]2=[N:11][CH:12]=1)=[O:5], predict the reactants needed to synthesize it. (4) Given the product [CH3:1][N:9]1[C:8](=[O:7])[N:12](/[CH:13]=[CH:14]/[C:15]([O:17][CH3:18])=[O:16])[N:11]=[N:10]1, predict the reactants needed to synthesize it. The reactants are: [C:1]([O-])([O-])=O.[K+].[K+].[O:7]=[C:8]1[N:12](/[CH:13]=[CH:14]/[C:15]([O:17][CH3:18])=[O:16])[N:11]=[N:10][NH:9]1.IC.O. (5) The reactants are: Cl[CH2:2][C:3]1[CH:22]=[CH:21][C:6]([O:7][CH2:8][C:9]2[N:10]=[C:11]([C:15]3[CH:20]=[CH:19][CH:18]=[CH:17][CH:16]=3)[S:12][C:13]=2[CH3:14])=[CH:5][CH:4]=1.[OH:23][C:24]1[CH:29]=[CH:28][CH:27]=[CH:26][C:25]=1[CH2:30][C:31]([O:33]C)=[O:32].C(=O)([O-])[O-].[K+].[K+].Cl. Given the product [CH3:14][C:13]1[S:12][C:11]([C:15]2[CH:20]=[CH:19][CH:18]=[CH:17][CH:16]=2)=[N:10][C:9]=1[CH2:8][O:7][C:6]1[CH:21]=[CH:22][C:3]([CH2:2][O:23][C:24]2[CH:29]=[CH:28][CH:27]=[CH:26][C:25]=2[CH2:30][C:31]([OH:33])=[O:32])=[CH:4][CH:5]=1, predict the reactants needed to synthesize it. (6) Given the product [ClH:31].[C:1]1([C:7]2[C:12]3[CH2:13][NH:14][CH2:15][CH2:16][O:17][C:11]=3[CH:10]=[CH:9][CH:8]=2)[CH:2]=[CH:3][CH:4]=[CH:5][CH:6]=1, predict the reactants needed to synthesize it. The reactants are: [C:1]1([C:7]2[C:12]3[CH2:13][N:14](C(OC(C)(C)C)=O)[CH2:15][CH2:16][O:17][C:11]=3[CH:10]=[CH:9][CH:8]=2)[CH:6]=[CH:5][CH:4]=[CH:3][CH:2]=1.C(OCC)(=O)C.[ClH:31].